Dataset: Reaction yield outcomes from USPTO patents with 853,638 reactions. Task: Predict the reaction yield, written as a fraction of the theoretical maximum amount of product (1.0 means a 100% yield; for example, 0.34 means a 34% yield). The reactants are O.[OH-].[Na+].[F:4][C:5]1[C:6]([CH2:14][C:15]#[N:16])=[CH:7][C:8]2[O:12][CH2:11][O:10][C:9]=2[CH:13]=1.Br[CH2:18][CH2:19]Cl. The catalyst is [Br-].C([N+](CCCC)(CCCC)CCCC)CCC.C1(C)C=CC=CC=1. The product is [F:4][C:5]1[C:6]([C:14]2([C:15]#[N:16])[CH2:19][CH2:18]2)=[CH:7][C:8]2[O:12][CH2:11][O:10][C:9]=2[CH:13]=1. The yield is 0.600.